Dataset: Forward reaction prediction with 1.9M reactions from USPTO patents (1976-2016). Task: Predict the product of the given reaction. (1) Given the reactants FC(F)(F)C(O)=O.[CH2:8]([NH:12][C:13]1[N:21]=[C:20]2[C:16]([N:17]=[C:18]([O:22][CH3:23])[NH:19]2)=[C:15]([NH2:24])[N:14]=1)[CH2:9][CH2:10][CH3:11].C(=O)([O-])[O-].[K+].[K+].Br[CH2:32][CH2:33][CH:34]1[CH2:38][CH2:37][O:36][CH2:35]1, predict the reaction product. The product is: [CH2:8]([NH:12][C:13]1[N:21]=[C:20]2[C:16]([N:17]=[C:18]([O:22][CH3:23])[N:19]2[CH2:32][CH2:33][CH:34]2[CH2:38][CH2:37][O:36][CH2:35]2)=[C:15]([NH2:24])[N:14]=1)[CH2:9][CH2:10][CH3:11]. (2) Given the reactants [OH:1][C:2]1[CH:3]=[C:4]([CH:13]=[CH:14][CH:15]=1)[CH:5]=[CH:6][CH:7]=[N:8][NH:9][C:10]([NH2:12])=[S:11].Br[CH2:17][C:18]([C:20]1[CH:25]=[CH:24][C:23]([Cl:26])=[CH:22][CH:21]=1)=O, predict the reaction product. The product is: [Cl:26][C:23]1[CH:24]=[CH:25][C:20]([C:18]2[N:12]=[C:10]([NH:9][N:8]=[CH:7]/[CH:6]=[CH:5]/[C:4]3[CH:3]=[C:2]([OH:1])[CH:15]=[CH:14][CH:13]=3)[S:11][CH:17]=2)=[CH:21][CH:22]=1. (3) Given the reactants [Cl:1][C:2]1[CH:3]=[C:4]2[C:9](=[CH:10][C:11]=1[C:12]([OH:14])=O)[N:8]=[CH:7][N:6]=[C:5]2[NH:15][CH:16]([C:18]1[NH:22][C:21]2[CH:23]=[CH:24][C:25]([Cl:27])=[CH:26][C:20]=2[N:19]=1)[CH3:17].FC1C(OC(N(C)C)=[N+](C)C)=C(F)C(F)=C(F)C=1F.F[P-](F)(F)(F)(F)F.C(N(C(C)C)CC)(C)C.[CH3:63][O:64][CH2:65][C@H:66]1[CH2:70][CH2:69][CH2:68][NH:67]1, predict the reaction product. The product is: [Cl:1][C:2]1[CH:3]=[C:4]2[C:9](=[CH:10][C:11]=1[C:12]([N:67]1[CH2:68][CH2:69][CH2:70][C@@H:66]1[CH2:65][O:64][CH3:63])=[O:14])[N:8]=[CH:7][N:6]=[C:5]2[NH:15][CH:16]([C:18]1[NH:22][C:21]2[CH:23]=[CH:24][C:25]([Cl:27])=[CH:26][C:20]=2[N:19]=1)[CH3:17]. (4) Given the reactants [CH3:1][CH:2]1[CH2:8][C:7]2[CH:9]=[C:10]3[O:15][CH2:14][O:13][C:11]3=[CH:12][C:6]=2[C:5]([C:16]2[CH:21]=[CH:20][C:19]([N+:22]([O-:24])=[O:23])=[CH:18][CH:17]=2)=[N:4][N:3]1[C:25](=[S:28])[NH:26][NH2:27].[CH:29](OCC)(OCC)OCC.Cl, predict the reaction product. The product is: [CH3:1][CH:2]1[CH2:8][C:7]2[CH:9]=[C:10]3[O:15][CH2:14][O:13][C:11]3=[CH:12][C:6]=2[C:5]([C:16]2[CH:17]=[CH:18][C:19]([N+:22]([O-:24])=[O:23])=[CH:20][CH:21]=2)=[N:4][N:3]1[C:25]1[S:28][CH:29]=[N:27][N:26]=1. (5) Given the reactants [NH2:1][C:2]1[C:3]([NH:22][CH3:23])=[C:4]([NH:9][C:10]([NH:12][C:13]2[C:18]([CH3:19])=[CH:17][C:16]([CH3:20])=[CH:15][C:14]=2[CH3:21])=S)[CH:5]=[C:6]([F:8])[CH:7]=1.C(N([CH2:29][CH3:30])CC)C.[CH:31](=O)[CH2:32][CH3:33].[C:35]([BH3-])#N.[Na+], predict the reaction product. The product is: [F:8][C:6]1[CH:7]=[C:2]([N:1]([CH2:35][CH2:29][CH3:30])[CH2:31][CH2:32][CH3:33])[C:3]2[N:22]([CH3:23])[C:10]([NH:12][C:13]3[C:18]([CH3:19])=[CH:17][C:16]([CH3:20])=[CH:15][C:14]=3[CH3:21])=[N:9][C:4]=2[CH:5]=1.